From a dataset of Catalyst prediction with 721,799 reactions and 888 catalyst types from USPTO. Predict which catalyst facilitates the given reaction. (1) Reactant: C([O:4][C:5]([C:7]1[C:12]([C:13]#[N:14])=[CH:11][C:10]([Br:15])=[CH:9][N:8]=1)=[O:6])(C)C.O.[OH-].[Li+].Cl. Product: [Br:15][C:10]1[CH:11]=[C:12]([C:13]#[N:14])[C:7]([C:5]([OH:6])=[O:4])=[N:8][CH:9]=1. The catalyst class is: 20. (2) Reactant: Cl.[CH3:2][O:3][C:4]1[CH:5]=[C:6]2[C:10](=[CH:11][CH:12]=1)[CH:9]([NH2:13])[CH2:8][CH2:7]2.[CH:14]1([C:17]2[C:25]3[C:20](=[N:21][C:22]([O:27][CH2:28][C:29](O)=[O:30])=[CH:23][C:24]=3[CH3:26])[N:19]([CH3:32])[N:18]=2)[CH2:16][CH2:15]1.CCN(C(C)C)C(C)C.CN(C(ON1N=NC2C=CC=NC1=2)=[N+](C)C)C.F[P-](F)(F)(F)(F)F. Product: [CH:14]1([C:17]2[C:25]3[C:20](=[N:21][C:22]([O:27][CH2:28][C:29]([NH:13][CH:9]4[C:10]5[C:6](=[CH:5][C:4]([O:3][CH3:2])=[CH:12][CH:11]=5)[CH2:7][CH2:8]4)=[O:30])=[CH:23][C:24]=3[CH3:26])[N:19]([CH3:32])[N:18]=2)[CH2:15][CH2:16]1. The catalyst class is: 31. (3) Reactant: [Cl:1][C:2]1[N:7]=[CH:6][C:5]([CH2:8][CH3:9])=[CH:4][N:3]=1.[Br:10]N1C(=O)CCC1=O.C(OOC(=O)C1C=CC=CC=1)(=O)C1C=CC=CC=1. Product: [Br:10][CH:8]([C:5]1[CH:4]=[N:3][C:2]([Cl:1])=[N:7][CH:6]=1)[CH3:9]. The catalyst class is: 53. (4) Reactant: [CH2:1]([NH2:8])[C:2]1[CH:7]=[CH:6][CH:5]=[CH:4][CH:3]=1.C=O.[CH3:11][CH:12]([CH3:16])[C:13](=O)C.[C:17](=[O:20])(O)[O-].[Na+].[CH2:22](O)[CH3:23]. Product: [CH2:1]([N:8]1[CH2:23][CH2:22][C:17](=[O:20])[C:12]([CH3:16])([CH3:13])[CH2:11]1)[C:2]1[CH:7]=[CH:6][CH:5]=[CH:4][CH:3]=1. The catalyst class is: 6.